From a dataset of Catalyst prediction with 721,799 reactions and 888 catalyst types from USPTO. Predict which catalyst facilitates the given reaction. (1) Reactant: ClC1[C:3]([O:10][CH2:11][C:12]([F:15])([F:14])[F:13])=[CH:4][C:5]([C:8]#[N:9])=[N:6][CH:7]=1.Cl.[NH2:17][OH:18].C(N(CC)CC)C.[CH2:26]([Cl:28])Cl. Product: [Cl:28][C:26]1[C:3]([O:10][CH2:11][C:12]([F:15])([F:14])[F:13])=[CH:4][C:5]([C:8](=[NH:9])[NH:17][OH:18])=[N:6][CH:7]=1. The catalyst class is: 14. (2) Reactant: Br[C:2]1[CH:3]=[C:4]2[C:9](=[CH:10][CH:11]=1)[C:8](=[O:12])[NH:7][N:6]=[C:5]2[Cl:13].[Cl:14][C:15]1[CH:22]=[CH:21][C:20]([C:23]([F:26])([F:25])[F:24])=[CH:19][C:16]=1[CH2:17][NH2:18].C1C=CC(P(C2C(C3C(P(C4C=CC=CC=4)C4C=CC=CC=4)=CC=C4C=3C=CC=C4)=C3C(C=CC=C3)=CC=2)C2C=CC=CC=2)=CC=1.CC([O-])(C)C.[Na+]. Product: [Cl:13][C:5]1[C:4]2[C:9](=[CH:10][CH:11]=[C:2]([NH:18][CH2:17][C:16]3[CH:19]=[C:20]([C:23]([F:24])([F:25])[F:26])[CH:21]=[CH:22][C:15]=3[Cl:14])[CH:3]=2)[C:8](=[O:12])[NH:7][N:6]=1. The catalyst class is: 686. (3) The catalyst class is: 33. Product: [CH:22]([O:21][C:19]1[CH:20]=[C:15]([CH:16]=[C:17]([O:25][CH:26]([CH3:28])[CH3:27])[CH:18]=1)[CH2:14][N:11]1[CH2:12][CH2:13][CH:8]([NH2:7])[CH2:9][CH2:10]1)([CH3:24])[CH3:23]. Reactant: C(OC(=O)[NH:7][CH:8]1[CH2:13][CH2:12][N:11]([CH2:14][C:15]2[CH:20]=[C:19]([O:21][CH:22]([CH3:24])[CH3:23])[CH:18]=[C:17]([O:25][CH:26]([CH3:28])[CH3:27])[CH:16]=2)[CH2:10][CH2:9]1)(C)(C)C. (4) Reactant: CN(C)C=O.[CH:6]([C:8]1[CH:18]=[CH:17][C:11]([CH:12]=[CH:13][C:14]([OH:16])=[O:15])=[CH:10][CH:9]=1)=[O:7].C(=O)([O-])[O-].[K+].[K+].[CH2:25](I)[CH3:26]. Product: [CH:6]([C:8]1[CH:18]=[CH:17][C:11](/[CH:12]=[CH:13]/[C:14]([O:16][CH2:25][CH3:26])=[O:15])=[CH:10][CH:9]=1)=[O:7]. The catalyst class is: 6. (5) Reactant: [N:1]1[C:10]2[C:5](=[CH:6][CH:7]=[CH:8][CH:9]=2)[CH:4]=[C:3]([O:11][C:12]2[CH:17]=[CH:16][CH:15]=[CH:14][C:13]=2[C:18](=O)[CH3:19])[CH:2]=1.Cl.[NH2:22][OH:23].Cl. Product: [N:1]1[C:10]2[C:5](=[CH:6][CH:7]=[CH:8][CH:9]=2)[CH:4]=[C:3]([O:11][C:12]2[CH:17]=[CH:16][CH:15]=[CH:14][C:13]=2[C:18](=[N:22][OH:23])[CH3:19])[CH:2]=1. The catalyst class is: 17. (6) Reactant: [O:1]([C:8]1[CH:13]=[CH:12][C:11]([CH2:14][C:15]([OH:17])=O)=[CH:10][CH:9]=1)[C:2]1[CH:7]=[CH:6][CH:5]=[CH:4][CH:3]=1.[CH2:18](Cl)CCl.C1C=CC2N(O)N=NC=2C=1.CCN(CC)CC.[CH3:39][N:40]1[CH2:45][CH2:44][N:43]([C:46]2[C:54]3[C:49](=[CH:50][CH:51]=[C:52]([NH2:55])[CH:53]=3)[NH:48][N:47]=2)[CH2:42][CH2:41]1. Product: [CH2:2]([O:1][C:8]1[CH:9]=[CH:10][C:11]([CH2:14][C:15]([NH:55][C:52]2[CH:53]=[C:54]3[C:49](=[CH:50][CH:51]=2)[NH:48][N:47]=[C:46]3[N:43]2[CH2:44][CH2:45][N:40]([CH3:39])[CH2:41][CH2:42]2)=[O:17])=[CH:12][CH:13]=1)[C:7]1[CH:6]=[CH:5][CH:4]=[CH:3][CH:18]=1. The catalyst class is: 39. (7) Reactant: [CH3:1][O:2][C:3](=[O:33])[CH2:4][CH2:5][CH2:6][CH2:7][CH2:8][CH2:9][CH2:10][CH2:11][C:12](=[O:32])[NH:13][C:14]1[CH:19]=[CH:18][CH:17]=[CH:16][C:15]=1[S:20](=[O:31])(=[O:30])[NH:21][C:22]([C@@:24]1([NH2:29])[CH2:26][C@H:25]1[CH:27]=[CH2:28])=[O:23].[C:34]([O:38][C:39]([N:41]1[CH2:45][C@H:44]([O:46][C:47]2[C:56]3[C:51](=[CH:52][C:53]([O:57][CH3:58])=[CH:54][CH:55]=3)[N:50]=[C:49]([C:59]3[CH:64]=[CH:63][CH:62]=[CH:61][CH:60]=3)[CH:48]=2)[CH2:43][C@H:42]1[C:65](O)=[O:66])=[O:40])([CH3:37])([CH3:36])[CH3:35].CCN(C(C)C)C(C)C.CN(C(ON1N=NC2C=CC=CC1=2)=[N+](C)C)C.F[P-](F)(F)(F)(F)F. Product: [C:34]([O:38][C:39]([N:41]1[CH2:45][C@H:44]([O:46][C:47]2[C:56]3[C:51](=[CH:52][C:53]([O:57][CH3:58])=[CH:54][CH:55]=3)[N:50]=[C:49]([C:59]3[CH:60]=[CH:61][CH:62]=[CH:63][CH:64]=3)[CH:48]=2)[CH2:43][C@H:42]1[C:65](=[O:66])[NH:29][C@:24]1([C:22]([NH:21][S:20]([C:15]2[CH:16]=[CH:17][CH:18]=[CH:19][C:14]=2[NH:13][C:12](=[O:32])[CH2:11][CH2:10][CH2:9][CH2:8][CH2:7][CH2:6][CH2:5][CH2:4][C:3]([O:2][CH3:1])=[O:33])(=[O:31])=[O:30])=[O:23])[CH2:26][C@H:25]1[CH:27]=[CH2:28])=[O:40])([CH3:36])([CH3:37])[CH3:35]. The catalyst class is: 3.